Dataset: Blood-brain barrier permeability classification from the B3DB database. Task: Regression/Classification. Given a drug SMILES string, predict its absorption, distribution, metabolism, or excretion properties. Task type varies by dataset: regression for continuous measurements (e.g., permeability, clearance, half-life) or binary classification for categorical outcomes (e.g., BBB penetration, CYP inhibition). Dataset: b3db_classification. (1) The drug is CCCCN(CCCC)CCC(O)c1cc2c(Cl)cc(Cl)cc2c2cc(C(F)(F)F)ccc12. The result is 0 (does not penetrate BBB). (2) The compound is CC(O)C(=O)O. The result is 1 (penetrates BBB). (3) The drug is Nc1nc(CC(=O)Nc2ccc(CCNCC(O)c3ccccc3)cc2)cs1. The result is 1 (penetrates BBB). (4) The result is 0 (does not penetrate BBB). The compound is CCN(CCO)CCCC(C)Nc1ccnc2cc(Cl)ccc12. (5) The compound is O=S(=O)(c1ccc2cc[nH]c2c1)N1CCCC1CCN1CCC(Oc2ccc(Cl)cc2)CC1. The result is 1 (penetrates BBB). (6) The compound is CC/C=C(\C(=O)N[C@@H]1C(=O)N2C(C(=O)O)=C(COC(N)=O)CS[C@H]12)c1csc(N)n1. The result is 0 (does not penetrate BBB). (7) The compound is NC(=O)c1cnn(C2OC(CO)C(O)C2O)n1. The result is 1 (penetrates BBB).